This data is from Forward reaction prediction with 1.9M reactions from USPTO patents (1976-2016). The task is: Predict the product of the given reaction. Given the reactants [CH3:1][O:2][C:3]1[CH:4]=[CH:5][C:6]2[O:10][C:9]([C:11]([OH:13])=O)=[CH:8][C:7]=2[CH:14]=1.[CH3:15][CH:16]([CH3:22])[CH2:17][CH:18]([NH2:21])[CH2:19][CH3:20], predict the reaction product. The product is: [CH3:1][O:2][C:3]1[CH:4]=[CH:5][C:6]2[O:10][C:9]([C:11]([NH:21][CH:18]([CH2:17][CH:16]([CH3:22])[CH3:15])[CH2:19][CH3:20])=[O:13])=[CH:8][C:7]=2[CH:14]=1.